Dataset: Forward reaction prediction with 1.9M reactions from USPTO patents (1976-2016). Task: Predict the product of the given reaction. (1) Given the reactants C[O:2][C:3](=[O:13])[CH2:4][CH:5]1[CH2:10][CH2:9][C:8]([CH3:12])([CH3:11])[CH2:7][CH2:6]1.[OH-].[Na+], predict the reaction product. The product is: [CH3:11][C:8]1([CH3:12])[CH2:7][CH2:6][CH:5]([CH2:4][C:3]([OH:13])=[O:2])[CH2:10][CH2:9]1. (2) Given the reactants [C:1]([C:3]1[CH:4]=[C:5]2[N:11]=[C:10]([C:12]([C:18]3[C:26]([CH:27]4[CH2:29][CH2:28]4)=[CH:25][C:24]([CH3:30])=[C:23]4[C:19]=3[CH:20]=[CH:21][N:22]4[C:31]([O:33][C:34]([CH3:37])([CH3:36])[CH3:35])=[O:32])(O)[C:13]([F:16])([F:15])[F:14])[NH:9][C:6]2=[N:7][CH:8]=1)#[N:2].S(Cl)(Cl)=O.[NH3:42], predict the reaction product. The product is: [NH2:42][C:12]([C:18]1[C:26]([CH:27]2[CH2:28][CH2:29]2)=[CH:25][C:24]([CH3:30])=[C:23]2[C:19]=1[CH:20]=[CH:21][N:22]2[C:31]([O:33][C:34]([CH3:35])([CH3:36])[CH3:37])=[O:32])([C:10]1[NH:9][C:6]2=[N:7][CH:8]=[C:3]([C:1]#[N:2])[CH:4]=[C:5]2[N:11]=1)[C:13]([F:15])([F:14])[F:16]. (3) Given the reactants I[C:2]1[CH:7]=[CH:6][CH:5]=[CH:4][C:3]=1[N+:8]([O-])=O.[C:11]([NH:19][C:20]1[CH:25]=[CH:24][CH:23]=[CH:22][CH:21]=1)(=O)[C:12]1[CH:17]=[CH:16][CH:15]=[CH:14][CH:13]=1, predict the reaction product. The product is: [C:3]1([N:8]2[C:21]3[CH:22]=[CH:23][CH:24]=[CH:25][C:20]=3[N:19]=[C:11]2[C:12]2[CH:17]=[CH:16][CH:15]=[CH:14][CH:13]=2)[CH:4]=[CH:5][CH:6]=[CH:7][CH:2]=1. (4) Given the reactants [F:1][C:2]([F:39])([F:38])[C:3]1[CH:4]=[C:5]([CH:31]=[C:32]([C:34]([F:37])([F:36])[F:35])[CH:33]=1)[CH2:6][O:7][CH2:8][C:9]1([CH2:18][CH2:19][N:20]2C(=O)C3C(=CC=CC=3)C2=O)[C:17]2[C:12](=[CH:13][CH:14]=[CH:15][CH:16]=2)[CH2:11][O:10]1.NN, predict the reaction product. The product is: [F:36][C:34]([F:35])([F:37])[C:32]1[CH:31]=[C:5]([CH:4]=[C:3]([C:2]([F:39])([F:38])[F:1])[CH:33]=1)[CH2:6][O:7][CH2:8][C:9]1([CH2:18][CH2:19][NH2:20])[C:17]2[C:12](=[CH:13][CH:14]=[CH:15][CH:16]=2)[CH2:11][O:10]1. (5) Given the reactants [O-:1][N+:2]1[C:7]2[CH:8]=[CH:9][CH:10]=[CH:11][C:6]=2[N:5]=[C:4]([NH:12][CH2:13][C:14]([O:16]CC)=[O:15])[N:3]=1.[OH-].[Na+], predict the reaction product. The product is: [O-:1][N+:2]1[C:7]2[CH:8]=[CH:9][CH:10]=[CH:11][C:6]=2[N:5]=[C:4]([NH:12][CH2:13][C:14]([OH:16])=[O:15])[N:3]=1. (6) Given the reactants [CH:1]1([C:7]2[C:8]3[S:33][C:32]([C:34]([O:36][CH3:37])=[O:35])=[CH:31][C:9]=3[NH:10][C:11]=2[C:12]2[CH:17]=[CH:16][CH:15]=[C:14]([N+:18]([O-:20])=[O:19])[C:13]=2[O:21][CH2:22][CH2:23][O:24]C2CCCCO2)[CH2:6][CH2:5][CH2:4][CH2:3][CH2:2]1.Cl.O, predict the reaction product. The product is: [CH:1]1([C:7]2[C:8]3[S:33][C:32]([C:34]([O:36][CH3:37])=[O:35])=[CH:31][C:9]=3[NH:10][C:11]=2[C:12]2[CH:17]=[CH:16][CH:15]=[C:14]([N+:18]([O-:20])=[O:19])[C:13]=2[O:21][CH2:22][CH2:23][OH:24])[CH2:6][CH2:5][CH2:4][CH2:3][CH2:2]1.